Task: Regression. Given a peptide amino acid sequence and an MHC pseudo amino acid sequence, predict their binding affinity value. This is MHC class II binding data.. Dataset: Peptide-MHC class II binding affinity with 134,281 pairs from IEDB (1) The peptide sequence is LSPLTKGILGFVFTL. The MHC is DRB1_0405 with pseudo-sequence DRB1_0405. The binding affinity (normalized) is 0.188. (2) The peptide sequence is NVNLQKQLLTNHLIN. The MHC is DRB1_0701 with pseudo-sequence DRB1_0701. The binding affinity (normalized) is 0.416. (3) The peptide sequence is KEEHSSTWHYDDENPYK. The MHC is DRB4_0101 with pseudo-sequence DRB4_0103. The binding affinity (normalized) is 0.117. (4) The peptide sequence is KHLNPCDYVARKPES. The MHC is DRB1_0101 with pseudo-sequence DRB1_0101. The binding affinity (normalized) is 0.130. (5) The peptide sequence is NHVIQSVRRLYPKIF. The MHC is DRB1_1501 with pseudo-sequence DRB1_1501. The binding affinity (normalized) is 0.637. (6) The peptide sequence is RLMSMKSVQNNTVLK. The MHC is DRB1_1101 with pseudo-sequence DRB1_1101. The binding affinity (normalized) is 0.527.